This data is from Full USPTO retrosynthesis dataset with 1.9M reactions from patents (1976-2016). The task is: Predict the reactants needed to synthesize the given product. (1) Given the product [Cl:15][C:16]1[CH:24]=[CH:23][C:22]([S:25]([CH3:28])(=[O:27])=[O:26])=[CH:21][C:17]=1[C:18]([NH:6][C:5]1[CH:7]=[CH:8][C:2]([Cl:1])=[C:3]([C:9]2[CH:14]=[CH:13][CH:12]=[CH:11][N:10]=2)[CH:4]=1)=[O:19], predict the reactants needed to synthesize it. The reactants are: [Cl:1][C:2]1[CH:8]=[CH:7][C:5]([NH2:6])=[CH:4][C:3]=1[C:9]1[CH:14]=[CH:13][CH:12]=[CH:11][N:10]=1.[Cl:15][C:16]1[CH:24]=[CH:23][C:22]([S:25]([CH3:28])(=[O:27])=[O:26])=[CH:21][C:17]=1[C:18](O)=[O:19]. (2) Given the product [Br:38][C:33]1[CH:34]=[C:35]2[C:30](=[CH:31][CH:32]=1)[C:28]1[S:29][C:25]([NH:24][C:14]([NH2:16])=[O:15])=[C:26]([C:39]([NH2:41])=[O:40])[C:27]=1[CH2:37][CH2:36]2, predict the reactants needed to synthesize it. The reactants are: NC1SC2C3C(CC=2C=1[C:14]([NH2:16])=[O:15])=CC=CC=3.FC(F)(F)C(O)=O.[NH2:24][C:25]1[S:29][C:28]2[C:30]3[C:35]([CH2:36][CH2:37][C:27]=2[C:26]=1[C:39]([NH2:41])=[O:40])=[CH:34][C:33]([Br:38])=[CH:32][CH:31]=3. (3) Given the product [Br:1][C:2]1[O:6][C:5]([C:7](=[O:9])[CH2:8][C:22](=[O:23])[C:21]([F:28])([F:27])[F:20])=[CH:4][CH:3]=1, predict the reactants needed to synthesize it. The reactants are: [Br:1][C:2]1[O:6][C:5]([C:7](=[O:9])[CH3:8])=[CH:4][CH:3]=1.[Li+].C[Si]([N-][Si](C)(C)C)(C)C.[F:20][C:21]([F:28])([F:27])[C:22](OCC)=[O:23]. (4) Given the product [CH3:38][C:29]1[N:30]=[C:31]2[S:37][CH:36]=[CH:35][N:32]2[C:33](=[O:34])[CH:28]=1, predict the reactants needed to synthesize it. The reactants are: S1C2C=CC=CC=2N=C1N.C(OCC)(=O)CC(C)=O.FC1C=C([C:28]2[C:33](=[O:34])[N:32]3[CH:35]=[CH:36][S:37][C:31]3=[N:30][C:29]=2[CH3:38])C=C(F)C=1. (5) Given the product [F:1][C:2]1[C:11]2[C:6](=[CH:7][CH:8]=[C:9]([F:12])[CH:10]=2)[C:5]([N:13]2[CH2:18][CH2:17][NH:16][C@H:15]([CH3:22])[CH2:14]2)=[CH:4][CH:3]=1, predict the reactants needed to synthesize it. The reactants are: [F:1][C:2]1[C:11]2[C:6](=[CH:7][CH:8]=[C:9]([F:12])[CH:10]=2)[C:5]([N:13]2[CH2:18][CH2:17][N:16](C([O-])=O)[C@H:15]([CH3:22])[CH2:14]2)=[CH:4][CH:3]=1.C. (6) Given the product [Cl:6][C:7]1[CH:12]=[C:11]([C:15]([OH:16])([CH3:17])[CH3:14])[C:10]([F:13])=[CH:9][N:8]=1, predict the reactants needed to synthesize it. The reactants are: [Li]CCCC.[Cl:6][C:7]1[CH:12]=[CH:11][C:10]([F:13])=[CH:9][N:8]=1.[CH3:14][C:15]([CH3:17])=[O:16]. (7) Given the product [NH2:18][C:23]([C:22]1[C:26](=[O:20])[NH:8][C:9]2[C:4]([CH:5]=1)=[CH:3][C:2]([Cl:19])=[CH:11][CH:10]=2)([CH3:15])[CH3:24], predict the reactants needed to synthesize it. The reactants are: Cl[C:2]1[CH:3]=[C:4]2[C:9](=[CH:10][CH:11]=1)[NH:8]C(=O)C(C#N)=[CH:5]2.[CH3:15][Mg]Br.[NH4+:18].[Cl-:19].[OH-:20].[Na+].[CH2:22]1[CH2:26]O[CH2:24][CH2:23]1. (8) Given the product [CH2:42]([N:33]([C:34]1[S:35][CH:36]=[CH:37][N:38]=1)[S:30]([C:27]1[CH:28]=[CH:29][C:24]([N:21]2[CH2:22][CH2:23][C@@H:19]([O:18][Si:1]([C:14]([CH3:15])([CH3:17])[CH3:16])([C:2]3[CH:7]=[CH:6][CH:5]=[CH:4][CH:3]=3)[C:8]3[CH:9]=[CH:10][CH:11]=[CH:12][CH:13]=3)[C:20]2=[O:39])=[CH:25][CH:26]=1)(=[O:31])=[O:32])[CH:40]=[CH2:41], predict the reactants needed to synthesize it. The reactants are: [Si:1]([O:18][C@@H:19]1[CH2:23][CH2:22][N:21]([C:24]2[CH:29]=[CH:28][C:27]([S:30]([NH:33][C:34]3[S:35][CH:36]=[CH:37][N:38]=3)(=[O:32])=[O:31])=[CH:26][CH:25]=2)[C:20]1=[O:39])([C:14]([CH3:17])([CH3:16])[CH3:15])([C:8]1[CH:13]=[CH:12][CH:11]=[CH:10][CH:9]=1)[C:2]1[CH:7]=[CH:6][CH:5]=[CH:4][CH:3]=1.[CH:40](N(CC)C(C)C)([CH3:42])[CH3:41].C(Br)C=C. (9) Given the product [F:18][C:19]([F:32])([F:31])[S:20]([O:1][C:2]1[CH:3]=[CH:4][C:5]([C:6]([O:8][CH3:9])=[O:7])=[CH:10][CH:11]=1)(=[O:22])=[O:21], predict the reactants needed to synthesize it. The reactants are: [OH:1][C:2]1[CH:11]=[CH:10][C:5]([C:6]([O:8][CH3:9])=[O:7])=[CH:4][CH:3]=1.N1C=CC=CC=1.[F:18][C:19]([F:32])([F:31])[S:20](O[S:20]([C:19]([F:32])([F:31])[F:18])(=[O:22])=[O:21])(=[O:22])=[O:21].C(=O)(O)[O-].[Na+]. (10) Given the product [Br-:23].[C:9]([C:8]([C:17]1[CH:22]=[CH:21][CH:20]=[CH:19][CH:18]=1)([C:11]1[CH:12]=[CH:13][CH:14]=[CH:15][CH:16]=1)[C:4]12[CH2:7][N+:1]([CH2:24][CH3:25])([CH2:6][CH2:5]1)[CH2:2][CH2:3]2)#[N:10], predict the reactants needed to synthesize it. The reactants are: [N:1]12[CH2:7][C:4]([C:8]([C:17]3[CH:22]=[CH:21][CH:20]=[CH:19][CH:18]=3)([C:11]3[CH:16]=[CH:15][CH:14]=[CH:13][CH:12]=3)[C:9]#[N:10])([CH2:5][CH2:6]1)[CH2:3][CH2:2]2.[Br:23][CH2:24][CH3:25].